This data is from Experimentally validated miRNA-target interactions with 360,000+ pairs, plus equal number of negative samples. The task is: Binary Classification. Given a miRNA mature sequence and a target amino acid sequence, predict their likelihood of interaction. The miRNA is hsa-miR-3065-3p with sequence UCAGCACCAGGAUAUUGUUGGAG. The protein sequence of the target gene is MMQHASPAPALTMMATQNVPPPPYQDSPQMTATAQPPSKAQAVHISAPSAAASTPVPSAPIDPQAQLEADKRAVYRHPLFPLLTLLFEKCEQATQGSECITSASFDVDIENFVHQQEQEHKPFFSDDPELDNLMVKAIQVLRIHLLELEKVNELCKDFCNRYITCLKTKMHSDNLLRNDLGGPYSPNQPSINLHSQDLLQNSPNSMSGVSNNPQGIVVPASALQQGNIAMTTVNSQVVSGGALYQPVTMVTSQGQVVTQAIPQGAIQIQNTQVNLDLTSLLDNEDKKSKNKRGVLPKHAT.... Result: 0 (no interaction).